This data is from Full USPTO retrosynthesis dataset with 1.9M reactions from patents (1976-2016). The task is: Predict the reactants needed to synthesize the given product. (1) Given the product [CH3:10][C@@:6]12[C:11]3[NH:12][C:13]4[CH:14]=[CH:15][CH:16]=[C:17]([C:20]([O:22][CH3:23])=[O:21])[C:18]=4[C:19]=3[C:3](=[O:24])[CH2:4][N:5]1[CH2:9][CH2:8][CH2:7]2, predict the reactants needed to synthesize it. The reactants are: CO[C:3](=[O:24])[CH2:4][N:5]1[CH2:9][CH2:8][CH2:7][C@@:6]1([C:11]1[NH:12][C:13]2[CH:14]=[CH:15][CH:16]=[C:17]([C:20]([O:22][CH3:23])=[O:21])[C:18]=2[CH:19]=1)[CH3:10].CS(O)(=O)=O.C([O-])(O)=O.[Na+]. (2) Given the product [C:20]([O:19][C:18](=[O:24])[NH:17][CH2:16][CH2:15][N:10]1[C:11](=[O:14])[CH2:12][CH2:13][C@H:9]1[C@H:7]([OH:8])[C:3]1[C:2]([CH3:1])=[CH:6][S:5][CH:4]=1)([CH3:23])([CH3:21])[CH3:22], predict the reactants needed to synthesize it. The reactants are: [CH3:1][C:2]1[C:3]([C:7]([C@@H:9]2[CH2:13][CH2:12][C:11](=[O:14])[N:10]2[CH2:15][CH2:16][NH:17][C:18](=[O:24])[O:19][C:20]([CH3:23])([CH3:22])[CH3:21])=[O:8])=[CH:4][S:5][CH:6]=1. (3) Given the product [ClH:33].[CH2:1]([O:8][C:9](=[O:32])[NH:10][CH2:11][CH2:12][CH2:13][CH2:14][C:15]1[CH:20]=[CH:19][C:18]([O:21][CH2:22][CH2:23][NH2:24])=[CH:17][CH:16]=1)[C:2]1[CH:7]=[CH:6][CH:5]=[CH:4][CH:3]=1, predict the reactants needed to synthesize it. The reactants are: [CH2:1]([O:8][C:9](=[O:32])[NH:10][CH2:11][CH2:12][CH2:13][CH2:14][C:15]1[CH:20]=[CH:19][C:18]([O:21][CH2:22][CH2:23][NH:24]C(OC(C)(C)C)=O)=[CH:17][CH:16]=1)[C:2]1[CH:7]=[CH:6][CH:5]=[CH:4][CH:3]=1.[ClH:33].CCOCC. (4) Given the product [CH2:1]([N:8]1[CH2:13][CH2:12][CH:11]([C:14]([NH:16][C:17]2[CH:22]=[CH:21][C:20]([CH2:23][NH:24][C:25]3[C:34]4[C:29](=[CH:30][CH:31]=[C:32]([CH3:35])[CH:33]=4)[N:28]=[C:27]([N:42]4[CH2:41][C@H:40]([CH3:44])[NH:39][C@H:38]([CH3:37])[CH2:43]4)[N:26]=3)=[CH:19][CH:18]=2)=[O:15])[CH2:10][CH2:9]1)[C:2]1[CH:7]=[CH:6][CH:5]=[CH:4][CH:3]=1, predict the reactants needed to synthesize it. The reactants are: [CH2:1]([N:8]1[CH2:13][CH2:12][CH:11]([C:14]([NH:16][C:17]2[CH:22]=[CH:21][C:20]([CH2:23][NH:24][C:25]3[C:34]4[C:29](=[CH:30][CH:31]=[C:32]([CH3:35])[CH:33]=4)[N:28]=[C:27](Cl)[N:26]=3)=[CH:19][CH:18]=2)=[O:15])[CH2:10][CH2:9]1)[C:2]1[CH:7]=[CH:6][CH:5]=[CH:4][CH:3]=1.[CH3:37][CH:38]1[CH2:43][NH:42][CH2:41][CH:40]([CH3:44])[NH:39]1. (5) Given the product [Br:23][CH2:18][C:15]1[C:16](=[O:17])[N:11]([C:7]2[CH:8]=[CH:9][CH:10]=[C:5]([C:3]([O:2][CH3:1])=[O:4])[CH:6]=2)[C:12]2[N:22]=[CH:21][CH:20]=[CH:19][C:13]=2[N:14]=1, predict the reactants needed to synthesize it. The reactants are: [CH3:1][O:2][C:3]([C:5]1[CH:6]=[C:7]([N:11]2[C:16](=[O:17])[C:15]([CH3:18])=[N:14][C:13]3[CH:19]=[CH:20][CH:21]=[N:22][C:12]2=3)[CH:8]=[CH:9][CH:10]=1)=[O:4].[Br:23]N1C(=O)CCC1=O.C(OOC(=O)C1C=CC=CC=1)(=O)C1C=CC=CC=1.